Dataset: Catalyst prediction with 721,799 reactions and 888 catalyst types from USPTO. Task: Predict which catalyst facilitates the given reaction. (1) Reactant: [CH2:1]([O:8][N:9]([C:21](=[O:28])[CH2:22][C:23]([O:25][CH2:26][CH3:27])=[O:24])[C:10]1[N:19]=[CH:18][C:17]([Br:20])=[CH:16][C:11]=1[C:12]([O:14]C)=O)[C:2]1[CH:7]=[CH:6][CH:5]=[CH:4][CH:3]=1.[O-]CC.[Na+].Cl. Product: [CH2:1]([O:8][N:9]1[C:10]2[C:11](=[CH:16][C:17]([Br:20])=[CH:18][N:19]=2)[C:12]([OH:14])=[C:22]([C:23]([O:25][CH2:26][CH3:27])=[O:24])[C:21]1=[O:28])[C:2]1[CH:7]=[CH:6][CH:5]=[CH:4][CH:3]=1. The catalyst class is: 14. (2) Reactant: [NH2:1][C:2]1[C:7]([CH:8]=O)=[CH:6][N:5]=[C:4]([N:10]2[CH2:15][CH2:14][N:13]([CH3:16])[CH2:12][CH2:11]2)[N:3]=1.C[O:18][C:19](=O)[CH2:20][C:21]([NH:23][C:24]1[CH:29]=[C:28]([C:30](=[O:40])[NH:31][CH2:32][C:33]2[CH:38]=[CH:37][CH:36]=[C:35]([F:39])[CH:34]=2)[CH:27]=[CH:26][C:25]=1[Cl:41])=[O:22].N1CCCCC1. Product: [Cl:41][C:25]1[CH:26]=[CH:27][C:28]([C:30](=[O:40])[NH:31][CH2:32][C:33]2[CH:38]=[CH:37][CH:36]=[C:35]([F:39])[CH:34]=2)=[CH:29][C:24]=1[NH:23][C:21]([C:20]1[C:19](=[O:18])[NH:1][C:2]2[N:3]=[C:4]([N:10]3[CH2:15][CH2:14][N:13]([CH3:16])[CH2:12][CH2:11]3)[N:5]=[CH:6][C:7]=2[CH:8]=1)=[O:22]. The catalyst class is: 5.